From a dataset of Full USPTO retrosynthesis dataset with 1.9M reactions from patents (1976-2016). Predict the reactants needed to synthesize the given product. (1) Given the product [NH2:1][C:2]1[N:7]=[C:6]([CH3:8])[C:5]([CH2:9][NH2:10])=[C:4]([O:11][CH2:12][C:13]([O:15][CH3:16])=[O:14])[CH:3]=1, predict the reactants needed to synthesize it. The reactants are: [NH2:1][C:2]1[N:7]=[C:6]([CH3:8])[C:5]([C:9]#[N:10])=[C:4]([O:11][CH2:12][C:13]([O:15][CH3:16])=[O:14])[CH:3]=1.CO.Cl. (2) Given the product [Br:1][C:2]1[CH:3]=[C:4]([C@@:9]([NH:19][S@@:20]([C:22]([CH3:25])([CH3:24])[CH3:23])=[O:21])([CH2:10][CH:11]=[O:12])[CH3:18])[C:5]([F:8])=[N:6][CH:7]=1, predict the reactants needed to synthesize it. The reactants are: [Br:1][C:2]1[CH:3]=[C:4]([C@:9]([NH:19][S@@:20]([C:22]([CH3:25])([CH3:24])[CH3:23])=[O:21])([CH3:18])[CH2:10][C:11](OC(C)(C)C)=[O:12])[C:5]([F:8])=[N:6][CH:7]=1.[H-].C([Al+]CC(C)C)C(C)C.CCOC(C)=O.